Dataset: Reaction yield outcomes from USPTO patents with 853,638 reactions. Task: Predict the reaction yield, written as a fraction of the theoretical maximum amount of product (1.0 means a 100% yield; for example, 0.34 means a 34% yield). (1) The reactants are Br[C:2]1[CH:7]=[C:6]([CH3:8])[C:5]([Br:9])=[CH:4][N:3]=1.[CH2:10]([O:12][C:13]1[CH:14]=[C:15](B(O)O)[CH:16]=[CH:17][CH:18]=1)[CH3:11]. No catalyst specified. The product is [Br:9][C:5]1[C:6]([CH3:8])=[CH:7][C:2]([C:17]2[CH:16]=[CH:15][CH:14]=[C:13]([O:12][CH2:10][CH3:11])[CH:18]=2)=[N:3][CH:4]=1. The yield is 0.490. (2) The reactants are Br[C:2]1[CH:7]=[CH:6][C:5]([C:8]2[CH:13]=[CH:12][C:11]([Br:14])=[CH:10][CH:9]=2)=[CH:4][CH:3]=1.[NH:15]1[CH:19]=[CH:18][CH:17]=[N:16]1.C(=O)([O-])[O-].[Cs+].[Cs+]. The catalyst is CN(C=O)C. The product is [Br:14][C:11]1[CH:12]=[CH:13][C:8]([C:5]2[CH:6]=[CH:7][C:2]([N:15]3[CH:19]=[CH:18][CH:17]=[N:16]3)=[CH:3][CH:4]=2)=[CH:9][CH:10]=1. The yield is 0.430.